This data is from Full USPTO retrosynthesis dataset with 1.9M reactions from patents (1976-2016). The task is: Predict the reactants needed to synthesize the given product. (1) Given the product [Br:1][C:2]1[CH:3]=[C:4]2[C:10]([C:11]3[CH:12]=[CH:13][C:14]([CH2:15][NH2:16])=[CH:17][CH:18]=3)=[C:9]([C:19]3[CH:20]=[CH:21][CH:22]=[CH:23][CH:24]=3)[NH:8][C:5]2=[N:6][CH:7]=1, predict the reactants needed to synthesize it. The reactants are: [Br:1][C:2]1[CH:3]=[C:4]2[C:10]([C:11]3[CH:18]=[CH:17][C:14]([C:15]#[N:16])=[CH:13][CH:12]=3)=[C:9]([C:19]3[CH:24]=[CH:23][CH:22]=[CH:21][CH:20]=3)[NH:8][C:5]2=[N:6][CH:7]=1.O1CCCC1.[H-].[Al+3].[Li+].[H-].[H-].[H-].Cl. (2) Given the product [C:8]([O:12][C:13]([N:15]1[CH2:19][CH2:18][C@H:17]([NH:20][C:22]2[CH:29]=[CH:28][CH:27]=[C:24]([C:25]#[N:26])[CH:23]=2)[CH2:16]1)=[O:14])([CH3:11])([CH3:9])[CH3:10], predict the reactants needed to synthesize it. The reactants are: C1(C)C=CC=CC=1.[C:8]([O:12][C:13]([N:15]1[CH2:19][CH2:18][C@H:17]([NH2:20])[CH2:16]1)=[O:14])([CH3:11])([CH3:10])[CH3:9].Br[C:22]1[CH:23]=[C:24]([CH:27]=[CH:28][CH:29]=1)[C:25]#[N:26].C(=O)([O-])[O-].[Cs+].[Cs+]. (3) Given the product [C:27]([N:12]1[C:6]2[CH:7]=[N:8][C:9]3[CH:10]=[CH:11][C:2]([Cl:1])=[CH:3][C:4]=3[C:5]=2[N:14]([C:15]2[CH:20]=[CH:19][C:18]([C:21]([CH3:24])([CH3:25])[C:22]#[N:23])=[CH:17][CH:16]=2)[C:13]1=[O:26])(=[O:29])[CH3:28], predict the reactants needed to synthesize it. The reactants are: [Cl:1][C:2]1[CH:11]=[CH:10][C:9]2[N:8]=[CH:7][C:6]3[NH:12][C:13](=[O:26])[N:14]([C:15]4[CH:20]=[CH:19][C:18]([C:21]([CH3:25])([CH3:24])[C:22]#[N:23])=[CH:17][CH:16]=4)[C:5]=3[C:4]=2[CH:3]=1.[C:27]([O-])(=[O:29])[CH3:28].[Na+].O. (4) The reactants are: CC1C=CC(S(O[CH2:12][CH:13]2[CH2:22][CH2:21][C:20]3[C:15](=[CH:16][C:17]([S:23]([CH3:26])(=[O:25])=[O:24])=[CH:18][CH:19]=3)[O:14]2)(=O)=O)=CC=1.[CH3:27][NH:28][CH3:29].CC(C)(C)CNC[C@@H]1OC2C=C(S(C)(=O)=O)C=CC=2OC1. Given the product [CH3:27][N:28]([CH3:29])[CH2:12][CH:13]1[CH2:22][CH2:21][C:20]2[C:15](=[CH:16][C:17]([S:23]([CH3:26])(=[O:25])=[O:24])=[CH:18][CH:19]=2)[O:14]1, predict the reactants needed to synthesize it. (5) Given the product [C:1]([C:5]1[CH:10]=[CH:9][C:8]([C:11]2[N:15]([C:40]([C:39]3[CH:43]=[CH:44][C:36]([Cl:35])=[CH:37][CH:38]=3)=[O:41])[C@@:14]([C:17]3[CH:22]=[CH:21][C:20]([Cl:23])=[CH:19][CH:18]=3)([CH3:16])[C@@:13]([C:25]3[CH:26]=[CH:27][C:28]([Cl:31])=[CH:29][CH:30]=3)([CH3:24])[N:12]=2)=[C:7]([O:32][CH2:33][CH3:34])[CH:6]=1)([CH3:2])([CH3:3])[CH3:4], predict the reactants needed to synthesize it. The reactants are: [C:1]([C:5]1[CH:10]=[CH:9][C:8]([C:11]2[NH:12][C:13]([C:25]3[CH:30]=[CH:29][C:28]([Cl:31])=[CH:27][CH:26]=3)([CH3:24])[C:14]([C:17]3[CH:22]=[CH:21][C:20]([Cl:23])=[CH:19][CH:18]=3)([CH3:16])[N:15]=2)=[C:7]([O:32][CH2:33][CH3:34])[CH:6]=1)([CH3:4])([CH3:3])[CH3:2].[Cl:35][C:36]1[CH:44]=[CH:43][C:39]([C:40](Cl)=[O:41])=[CH:38][CH:37]=1.